This data is from Full USPTO retrosynthesis dataset with 1.9M reactions from patents (1976-2016). The task is: Predict the reactants needed to synthesize the given product. (1) Given the product [C:31]([C:2]1[CH:7]=[CH:6][C:5]([C:8]2[N:9]([C:24]3[CH:25]=[CH:26][C:27]([Cl:30])=[CH:28][CH:29]=3)[C:10](=[O:23])[C:11]3[CH:16]=[N:15][N:14]([C:17]4[CH:22]=[CH:21][CH:20]=[CH:19][CH:18]=4)[C:12]=3[N:13]=2)=[CH:4][CH:3]=1)(=[O:35])[CH3:32].[CH2:31]([O:35][CH:36]=[CH:37][C:2]1[CH:3]=[CH:4][C:5]([C:8]2[N:9]([C:24]3[CH:29]=[CH:28][C:27]([Cl:30])=[CH:26][CH:25]=3)[C:10](=[O:23])[C:11]3[CH:16]=[N:15][N:14]([C:17]4[CH:18]=[CH:19][CH:20]=[CH:21][CH:22]=4)[C:12]=3[N:13]=2)=[CH:6][CH:7]=1)[CH2:32][CH2:33][CH3:34], predict the reactants needed to synthesize it. The reactants are: Br[C:2]1[CH:7]=[CH:6][C:5]([C:8]2[N:9]([C:24]3[CH:29]=[CH:28][C:27]([Cl:30])=[CH:26][CH:25]=3)[C:10](=[O:23])[C:11]3[CH:16]=[N:15][N:14]([C:17]4[CH:22]=[CH:21][CH:20]=[CH:19][CH:18]=4)[C:12]=3[N:13]=2)=[CH:4][CH:3]=1.[CH2:31]([O:35][CH:36]=[CH2:37])[CH2:32][CH2:33][CH3:34].C1(P(C2C=CC=CC=2)CCCP(C2C=CC=CC=2)C2C=CC=CC=2)C=CC=CC=1.C([O-])([O-])=O.[K+].[K+]. (2) Given the product [NH2:19][CH2:18][C:13]([OH:27])([C:14]([F:16])([F:17])[F:15])[CH2:12][N:3]([CH2:1][CH3:2])[C:4](=[O:11])[C:5]1[CH:10]=[CH:9][CH:8]=[CH:7][CH:6]=1, predict the reactants needed to synthesize it. The reactants are: [CH2:1]([N:3]([CH2:12][C:13]([OH:27])([CH2:18][NH:19]CC1C=CC=CC=1)[C:14]([F:17])([F:16])[F:15])[C:4](=[O:11])[C:5]1[CH:10]=[CH:9][CH:8]=[CH:7][CH:6]=1)[CH3:2].Cl.O1CCOCC1.